From a dataset of Forward reaction prediction with 1.9M reactions from USPTO patents (1976-2016). Predict the product of the given reaction. The product is: [NH2:2][S:3]([C:6]1[CH:7]=[CH:8][C:9]([CH2:10][NH:11][C:62]2[C:48]3[C:46](=[CH:45][C:49]([O:51][CH3:52])=[C:26]([O:55][CH3:54])[CH:19]=3)[N:47]=[C:43]([NH:27][C:28]3[S:29][C:30]([C:37]([O:39][CH2:40][CH3:41])=[O:38])=[C:31]([C:33]([F:36])([F:34])[F:35])[N:32]=3)[N:42]=2)=[CH:12][CH:13]=1)(=[O:4])=[O:5]. Given the reactants Cl.[NH2:2][S:3]([C:6]1[CH:13]=[CH:12][C:9]([CH2:10][NH2:11])=[CH:8][CH:7]=1)(=[O:5])=[O:4].Cl.CS([C:19]1[CH:26]=CC(CN)=CC=1)(=O)=O.[NH2:27][C:28]1[S:29][C:30]([C:37]([O:39][CH2:40][CH3:41])=[O:38])=[C:31]([C:33]([F:36])([F:35])[F:34])[N:32]=1.[NH2:42][C:43]1S[C:45]([C:49]([O:51][CH2:52]C)=O)=[C:46]([CH3:48])[N:47]=1.[C:54](O)(C(F)(F)F)=[O:55].O.[CH3:62]O, predict the reaction product.